From a dataset of Reaction yield outcomes from USPTO patents with 853,638 reactions. Predict the reaction yield, written as a fraction of the theoretical maximum amount of product (1.0 means a 100% yield; for example, 0.34 means a 34% yield). The reactants are [CH3:1][O:2][C:3]1[CH:9]=[CH:8][C:7]([N+:10]([O-:12])=[O:11])=[CH:6][C:4]=1[NH2:5].C(N(CC)CC)C.[C:20](Cl)(=[O:23])[CH2:21][CH3:22]. The catalyst is ClCCl. The product is [CH3:1][O:2][C:3]1[CH:9]=[CH:8][C:7]([N+:10]([O-:12])=[O:11])=[CH:6][C:4]=1[NH:5][C:20](=[O:23])[CH2:21][CH3:22]. The yield is 0.980.